Dataset: Catalyst prediction with 721,799 reactions and 888 catalyst types from USPTO. Task: Predict which catalyst facilitates the given reaction. Reactant: [F:1][C:2]1[C:3](O)=[N:4][CH:5]=[C:6]([N+:8]([O-:10])=[O:9])[CH:7]=1.P(Cl)(Cl)(Cl)(Cl)[Cl:13]. Product: [Cl:13][C:3]1[C:2]([F:1])=[CH:7][C:6]([N+:8]([O-:10])=[O:9])=[CH:5][N:4]=1. The catalyst class is: 286.